Dataset: Peptide-MHC class II binding affinity with 134,281 pairs from IEDB. Task: Regression. Given a peptide amino acid sequence and an MHC pseudo amino acid sequence, predict their binding affinity value. This is MHC class II binding data. The peptide sequence is CGSLIGMTNRATWAS. The MHC is HLA-DQA10501-DQB10303 with pseudo-sequence HLA-DQA10501-DQB10303. The binding affinity (normalized) is 0.512.